This data is from Reaction yield outcomes from USPTO patents with 853,638 reactions. The task is: Predict the reaction yield, written as a fraction of the theoretical maximum amount of product (1.0 means a 100% yield; for example, 0.34 means a 34% yield). The reactants are [C:1]12(C3C(=C)C=CC=3)[CH2:10][CH:5]3[CH2:6][CH:7]([CH2:9][CH:3]([CH2:4]3)[CH2:2]1)[CH2:8]2.O1[CH2:21][CH2:20][CH2:19][CH2:18]1.Cl.[CH2:23](OCC)C. The catalyst is O. The product is [CH:3]12[CH2:4][CH:5]3[CH2:6][CH:7]([CH2:8][CH:1]([CH2:10]3)[CH:2]1[C:18]1[CH2:23][CH:21]=[CH:20][CH:19]=1)[CH2:9]2. The yield is 1.00.